The task is: Predict the reaction yield, written as a fraction of the theoretical maximum amount of product (1.0 means a 100% yield; for example, 0.34 means a 34% yield).. This data is from Reaction yield outcomes from USPTO patents with 853,638 reactions. (1) The reactants are [NH2:1][C:2]1[CH:3]=[C:4]([CH:15]=[CH:16][C:17]=1[OH:18])[C:5]([NH:7][CH:8]([CH2:12][CH2:13][CH3:14])[CH2:9][CH2:10][CH3:11])=[O:6].[CH3:19][O:20][C:21](OC)(OC)OC. No catalyst specified. The product is [CH2:9]([CH:8]([NH:7][C:5]([C:4]1[CH:15]=[CH:16][C:17]2[O:18][C:19]([O:20][CH3:21])=[N:1][C:2]=2[CH:3]=1)=[O:6])[CH2:12][CH2:13][CH3:14])[CH2:10][CH3:11]. The yield is 0.600. (2) The reactants are [NH2:1][C:2]([CH3:6])([CH3:5])[CH2:3][OH:4].[C:7]1([N:13]=[C:14]=[S:15])[CH:12]=[CH:11][CH:10]=[CH:9][CH:8]=1. The catalyst is C(Cl)(Cl)Cl. The product is [OH:4][CH2:3][C:2]([NH:1][C:14]([NH:13][C:7]1[CH:12]=[CH:11][CH:10]=[CH:9][CH:8]=1)=[S:15])([CH3:6])[CH3:5]. The yield is 0.600. (3) The reactants are [Cl:1][C:2]1[C:7]([C:8]([F:11])([F:10])[F:9])=[CH:6][CH:5]=[C:4](Cl)[N:3]=1.[CH2:13]([NH:20][CH2:21][C:22]1[CH:27]=[CH:26][CH:25]=[CH:24][CH:23]=1)[C:14]1[CH:19]=[CH:18][CH:17]=[CH:16][CH:15]=1.C(N(CC)CC)C.CN1CCCC1=O. No catalyst specified. The product is [CH2:21]([N:20]([CH2:13][C:14]1[CH:19]=[CH:18][CH:17]=[CH:16][CH:15]=1)[C:4]1[CH:5]=[CH:6][C:7]([C:8]([F:11])([F:10])[F:9])=[C:2]([Cl:1])[N:3]=1)[C:22]1[CH:27]=[CH:26][CH:25]=[CH:24][CH:23]=1. The yield is 0.860. (4) The reactants are Cl[C:2]1[C:3]([NH:9][C:10]([NH:12][C:13](=[O:20])[C:14]2[CH:19]=[CH:18][CH:17]=[CH:16][CH:15]=2)=[S:11])=[N:4][CH:5]=[C:6]([Cl:8])[CH:7]=1.C[O-].[Na+].O. The catalyst is CN1C(=O)CCC1. The product is [Cl:8][C:6]1[CH:7]=[C:2]2[S:11][C:10]([NH:12][C:13](=[O:20])[C:14]3[CH:19]=[CH:18][CH:17]=[CH:16][CH:15]=3)=[N:9][C:3]2=[N:4][CH:5]=1. The yield is 0.0785. (5) The reactants are [F:1][C:2]1[CH:3]=[C:4]([C:8]2[C:12]([CH2:13][N:14]3C(=O)C4C(=CC=CC=4)C3=O)=[C:11]([CH3:25])[O:10][N:9]=2)[CH:5]=[CH:6][CH:7]=1.O.NN. The catalyst is C1COCC1.C(O)C. The product is [F:1][C:2]1[CH:3]=[C:4]([C:8]2[C:12]([CH2:13][NH2:14])=[C:11]([CH3:25])[O:10][N:9]=2)[CH:5]=[CH:6][CH:7]=1. The yield is 0.770. (6) The reactants are C[N:2]([CH3:21])[CH:3]=[C:4]([C:10](=[O:20])[C:11]1[CH:16]=[CH:15][C:14]([F:17])=[C:13](F)[C:12]=1F)[C:5]([O:7][CH2:8][CH3:9])=[O:6].N[C@@H](C)[CH2:24][OH:25].[F-].[Ca+2].[F-].[CH:30](Cl)(Cl)Cl. The catalyst is C(O)C.CS(C)=O. The product is [F:17][C:14]1[CH:15]=[CH:16][C:11]2[C:10](=[O:20])[C:4]([C:5]([O:7][CH2:8][CH3:9])=[O:6])=[CH:3][N:2]3[C@@H:21]([CH3:30])[CH2:24][O:25][C:13]=1[C:12]=23. The yield is 0.390. (7) The reactants are [C:1]([CH2:3][C:4]([N:6]([CH2:18][CH2:19][C:20]([O:22]CC)=O)[C:7]1[CH:12]=[CH:11][C:10]([C:13]([C:16]#[N:17])([CH3:15])[CH3:14])=[CH:9][CH:8]=1)=[O:5])#[N:2].N1(C2CCCCCCCCCC2)CCCN=CCCCCC1. The catalyst is CO. The product is [C:16]([C:13]([C:10]1[CH:11]=[CH:12][C:7]([N:6]2[CH2:18][CH2:19][C:20]([OH:22])=[C:3]([C:1]#[N:2])[C:4]2=[O:5])=[CH:8][CH:9]=1)([CH3:15])[CH3:14])#[N:17]. The yield is 0.830.